Dataset: Peptide-MHC class II binding affinity with 134,281 pairs from IEDB. Task: Regression. Given a peptide amino acid sequence and an MHC pseudo amino acid sequence, predict their binding affinity value. This is MHC class II binding data. (1) The peptide sequence is TILGEGEDADLYFAR. The MHC is DRB1_0101 with pseudo-sequence DRB1_0101. The binding affinity (normalized) is 0.369. (2) The peptide sequence is AIALDFKPGTSGSPI. The MHC is DRB1_0301 with pseudo-sequence DRB1_0301. The binding affinity (normalized) is 0.644. (3) The binding affinity (normalized) is 0. The MHC is HLA-DQA10501-DQB10201 with pseudo-sequence HLA-DQA10501-DQB10201. The peptide sequence is LTKKGNVWEVKSSKP. (4) The peptide sequence is VDIMVRDGQLTIKAE. The MHC is DRB1_0404 with pseudo-sequence DRB1_0404. The binding affinity (normalized) is 0.229. (5) The peptide sequence is EQKLIEKINAGFKAALAAAA. The MHC is HLA-DPA10301-DPB10402 with pseudo-sequence HLA-DPA10301-DPB10402. The binding affinity (normalized) is 0.499. (6) The peptide sequence is EKKYFAMTQFEPLAA. The MHC is DRB1_1001 with pseudo-sequence DRB1_1001. The binding affinity (normalized) is 0.794. (7) The peptide sequence is GDSYIIVGRGDSRLT. The MHC is HLA-DQA10102-DQB10501 with pseudo-sequence HLA-DQA10102-DQB10501. The binding affinity (normalized) is 0.324. (8) The peptide sequence is LKKEVSETQHGTILV. The MHC is DRB1_0901 with pseudo-sequence DRB1_0901. The binding affinity (normalized) is 0.122. (9) The peptide sequence is YDTYKCIPSLEAAVK. The MHC is DRB1_0701 with pseudo-sequence DRB1_0701. The binding affinity (normalized) is 0.498. (10) The MHC is HLA-DPA10201-DPB11401 with pseudo-sequence HLA-DPA10201-DPB11401. The peptide sequence is AFNVAATAANAAPAN. The binding affinity (normalized) is 0.175.